From a dataset of Peptide-MHC class I binding affinity with 185,985 pairs from IEDB/IMGT. Regression. Given a peptide amino acid sequence and an MHC pseudo amino acid sequence, predict their binding affinity value. This is MHC class I binding data. (1) The peptide sequence is VLKLRFWLI. The MHC is HLA-B08:02 with pseudo-sequence HLA-B08:02. The binding affinity (normalized) is 0.0847. (2) The peptide sequence is AVVYRGTTTY. The MHC is HLA-A03:01 with pseudo-sequence HLA-A03:01. The binding affinity (normalized) is 0.555. (3) The peptide sequence is AARHKHQVM. The MHC is HLA-B39:01 with pseudo-sequence HLA-B39:01. The binding affinity (normalized) is 0.0847. (4) The peptide sequence is YFTFDLTAL. The MHC is HLA-A31:01 with pseudo-sequence HLA-A31:01. The binding affinity (normalized) is 0.0847. (5) The peptide sequence is SRYWAIRTR. The MHC is HLA-B44:02 with pseudo-sequence HLA-B44:02. The binding affinity (normalized) is 0.0847. (6) The peptide sequence is IPFSEGKAL. The MHC is HLA-B46:01 with pseudo-sequence HLA-B46:01. The binding affinity (normalized) is 0.0847. (7) The peptide sequence is YFYYNAFHWAI. The MHC is HLA-A24:02 with pseudo-sequence HLA-A24:02. The binding affinity (normalized) is 0.350. (8) The peptide sequence is KVRGRLLAL. The MHC is HLA-B38:01 with pseudo-sequence HLA-B38:01. The binding affinity (normalized) is 0.0847. (9) The peptide sequence is LPSELETPNL. The MHC is HLA-B51:01 with pseudo-sequence HLA-B51:01. The binding affinity (normalized) is 0.0203.